Dataset: Kir2.1 potassium channel HTS with 301,493 compounds. Task: Binary Classification. Given a drug SMILES string, predict its activity (active/inactive) in a high-throughput screening assay against a specified biological target. The result is 1 (active). The drug is Clc1ccc(S(=O)(=O)N2C(CCC2)c2nc(sc2)N)cc1.